From a dataset of Forward reaction prediction with 1.9M reactions from USPTO patents (1976-2016). Predict the product of the given reaction. (1) Given the reactants [NH:1]1[CH2:6][CH2:5][NH:4][CH2:3][CH2:2]1.[CH2:7]([O:9][C:10]1[CH:15]=[CH:14][C:13]([C@@H:16]2[C@@H:21]([O:22][CH2:23][C:24]3[CH:25]=[CH:26][C:27]4[O:32][CH2:31][CH2:30][N:29]([CH2:33][CH2:34][CH2:35][O:36][CH3:37])[C:28]=4[CH:38]=3)[CH2:20][N:19]([S:39]([C:42]3[CH:47]=[CH:46][C:45]([CH3:48])=[CH:44][CH:43]=3)(=[O:41])=[O:40])[C@H:18]([CH2:49][C:50]([CH3:55])([CH3:54])[C:51](O)=[O:52])[CH2:17]2)=[CH:12][CH:11]=1)C, predict the reaction product. The product is: [CH3:7][O:9][C:10]1[CH:15]=[CH:14][C:13]([C@@H:16]2[C@@H:21]([O:22][CH2:23][C:24]3[CH:25]=[CH:26][C:27]4[O:32][CH2:31][CH2:30][N:29]([CH2:33][CH2:34][CH2:35][O:36][CH3:37])[C:28]=4[CH:38]=3)[CH2:20][N:19]([S:39]([C:42]3[CH:47]=[CH:46][C:45]([CH3:48])=[CH:44][CH:43]=3)(=[O:41])=[O:40])[C@H:18]([CH2:49][C:50]([CH3:55])([CH3:54])[C:51]([N:1]3[CH2:6][CH2:5][NH:4][CH2:3][CH2:2]3)=[O:52])[CH2:17]2)=[CH:12][CH:11]=1. (2) Given the reactants [Cl:1][C:2]1[CH:7]=[CH:6][C:5]([CH:8]([NH:24][C:25]2[CH:30]=[C:29]([CH3:31])[C:28](=[O:32])[N:27]([CH3:33])[CH:26]=2)[C:9]2[C:10]([C:21]([OH:23])=O)=[N:11][N:12]([CH:18]3[CH2:20][CH2:19]3)[C:13]=2[C:14]([F:17])([F:16])[F:15])=[CH:4][CH:3]=1, predict the reaction product. The product is: [Cl:1][C:2]1[CH:3]=[CH:4][C:5]([CH:8]2[C:9]3[C:10](=[N:11][N:12]([CH:18]4[CH2:20][CH2:19]4)[C:13]=3[C:14]([F:16])([F:17])[F:15])[C:21](=[O:23])[N:24]2[C:25]2[CH:30]=[C:29]([CH3:31])[C:28](=[O:32])[N:27]([CH3:33])[CH:26]=2)=[CH:6][CH:7]=1. (3) Given the reactants [CH2:1]([C:5]12[CH2:18][C:17](=[O:19])[CH:16]=[C:6]1[C:7]1[CH:8]=[CH:9][C:10]([O:14]C)=[CH:11][C:12]=1[CH2:13]2)[CH2:2][CH2:3][CH3:4].B(Br)(Br)Br, predict the reaction product. The product is: [CH2:1]([C:5]12[CH2:18][C:17](=[O:19])[CH:16]=[C:6]1[C:7]1[CH:8]=[CH:9][C:10]([OH:14])=[CH:11][C:12]=1[CH2:13]2)[CH2:2][CH2:3][CH3:4]. (4) Given the reactants Br[C:2]1[CH:7]=[CH:6][C:5]([C@@H:8]([NH:10][C:11](=[O:13])[CH3:12])[CH3:9])=[CH:4][CH:3]=1.[Li+].CCC[CH2-].CN([CH:22]=[O:23])C, predict the reaction product. The product is: [CH:22]([C:2]1[CH:7]=[CH:6][C:5]([C@@H:8]([NH:10][C:11](=[O:13])[CH3:12])[CH3:9])=[CH:4][CH:3]=1)=[O:23]. (5) Given the reactants [N:1]([C:4]1[CH:11]=[CH:10][C:7]([C:8]#[N:9])=[C:6]([C:12]([F:15])([F:14])[F:13])[CH:5]=1)=[C:2]=[S:3].[CH3:16][NH:17][C:18]([C:20]1[CH:25]=[CH:24][C:23]([NH:26][CH2:27][CH2:28][C:29]([O:31][CH2:32][CH3:33])=[O:30])=[CH:22][C:21]=1[F:34])=[O:19], predict the reaction product. The product is: [CH3:16][NH:17][C:18]([C:20]1[CH:25]=[CH:24][C:23]([N:26]([C:2](=[S:3])[NH:1][C:4]2[CH:11]=[CH:10][C:7]([C:8]#[N:9])=[C:6]([C:12]([F:13])([F:15])[F:14])[CH:5]=2)[CH2:27][CH2:28][C:29]([O:31][CH2:32][CH3:33])=[O:30])=[CH:22][C:21]=1[F:34])=[O:19].